This data is from Forward reaction prediction with 1.9M reactions from USPTO patents (1976-2016). The task is: Predict the product of the given reaction. (1) Given the reactants C(O)(=O)C.[CH:5]([NH2:7])=[NH:6].[CH3:8][C:9]([CH3:18])([CH3:17])[C:10](=O)[CH2:11][C:12](OC)=[O:13].C[O-].[Na+].O, predict the reaction product. The product is: [CH3:8][C:9]([C:10]1[N:7]=[CH:5][N:6]=[C:12]([OH:13])[CH:11]=1)([CH3:18])[CH3:17]. (2) The product is: [CH3:1][CH:2]([CH3:29])[C@@H:3]([O:19][CH2:20][CH2:21][O:22][C:23]1[CH:28]=[CH:27][CH:26]=[CH:25][CH:24]=1)[C:4]([NH:6][C@H:7]([C:9]1[CH:18]=[CH:17][C:12]([C:13]([OH:15])=[O:14])=[CH:11][CH:10]=1)[CH3:8])=[O:5]. Given the reactants [CH3:1][CH:2]([CH3:29])[C@@H:3]([O:19][CH2:20][CH2:21][O:22][C:23]1[CH:28]=[CH:27][CH:26]=[CH:25][CH:24]=1)[C:4]([NH:6][C@H:7]([C:9]1[CH:18]=[CH:17][C:12]([C:13]([O:15]C)=[O:14])=[CH:11][CH:10]=1)[CH3:8])=[O:5].[OH-].[Na+].Cl, predict the reaction product. (3) The product is: [Cl:1][C:2]1[CH:3]=[C:4]([CH:13]=[CH:14][C:15]=1[Cl:16])[CH2:5][N:6]1[CH2:11][CH2:10][CH:9]([NH:27][CH2:26][CH2:25][NH:24][C:22](=[O:23])[O:21][C:17]([CH3:19])([CH3:18])[CH3:20])[CH2:8][CH2:7]1. Given the reactants [Cl:1][C:2]1[CH:3]=[C:4]([CH:13]=[CH:14][C:15]=1[Cl:16])[CH2:5][N:6]1[CH2:11][CH2:10][C:9](=O)[CH2:8][CH2:7]1.[C:17]([O:21][C:22]([NH:24][CH2:25][CH2:26][NH2:27])=[O:23])([CH3:20])([CH3:19])[CH3:18].C(O[BH-](OC(=O)C)OC(=O)C)(=O)C.[Na+], predict the reaction product. (4) Given the reactants Cl[CH2:2][C:3]([N:5]1[C:14]2[C:9](=[CH:10][CH:11]=[CH:12][CH:13]=2)[CH2:8][CH2:7][CH2:6]1)=[O:4].[Cl:15][C:16]1[C:21]2[N:22]=[C:23]([SH:25])[S:24][C:20]=2[CH:19]=[CH:18][CH:17]=1, predict the reaction product. The product is: [Cl:15][C:16]1[C:21]2[N:22]=[C:23]([S:25][CH2:2][C:3]([N:5]3[C:14]4[C:9](=[CH:10][CH:11]=[CH:12][CH:13]=4)[CH2:8][CH2:7][CH2:6]3)=[O:4])[S:24][C:20]=2[CH:19]=[CH:18][CH:17]=1. (5) Given the reactants [F:1][C:2]([F:38])([F:37])[C:3]1[CH:4]=[C:5]([C@H:13]([O:15][C@H:16]2[CH2:24][N:23]3[C@@H:18]([CH2:19][CH:20]([C:26]([OH:29])([CH3:28])[CH3:27])[CH2:21][C:22]3=O)[C@@H:17]2[C:30]2[CH:35]=[CH:34][C:33]([F:36])=[CH:32][CH:31]=2)[CH3:14])[CH:6]=[C:7]([C:9]([F:12])([F:11])[F:10])[CH:8]=1, predict the reaction product. The product is: [F:38][C:2]([F:1])([F:37])[C:3]1[CH:4]=[C:5]([C@H:13]([O:15][C@H:16]2[CH2:24][N:23]3[C@@H:18]([CH2:19][CH:20]([C:26]([OH:29])([CH3:28])[CH3:27])[CH2:21][CH2:22]3)[C@@H:17]2[C:30]2[CH:35]=[CH:34][C:33]([F:36])=[CH:32][CH:31]=2)[CH3:14])[CH:6]=[C:7]([C:9]([F:12])([F:10])[F:11])[CH:8]=1.